This data is from NCI-60 drug combinations with 297,098 pairs across 59 cell lines. The task is: Regression. Given two drug SMILES strings and cell line genomic features, predict the synergy score measuring deviation from expected non-interaction effect. (1) Drug 1: C1C(C(OC1N2C=NC3=C(N=C(N=C32)Cl)N)CO)O. Drug 2: C1C(C(OC1N2C=NC3=C2NC=NCC3O)CO)O. Cell line: CAKI-1. Synergy scores: CSS=30.1, Synergy_ZIP=0.339, Synergy_Bliss=2.00, Synergy_Loewe=-14.8, Synergy_HSA=-1.19. (2) Drug 1: CC(CN1CC(=O)NC(=O)C1)N2CC(=O)NC(=O)C2. Drug 2: CC(C)CN1C=NC2=C1C3=CC=CC=C3N=C2N. Cell line: SR. Synergy scores: CSS=46.4, Synergy_ZIP=-3.16, Synergy_Bliss=-4.93, Synergy_Loewe=-4.34, Synergy_HSA=-4.10. (3) Drug 1: CC1=C(C=C(C=C1)NC2=NC=CC(=N2)N(C)C3=CC4=NN(C(=C4C=C3)C)C)S(=O)(=O)N.Cl. Drug 2: C1CCN(CC1)CCOC2=CC=C(C=C2)C(=O)C3=C(SC4=C3C=CC(=C4)O)C5=CC=C(C=C5)O. Cell line: BT-549. Synergy scores: CSS=4.98, Synergy_ZIP=4.32, Synergy_Bliss=10.5, Synergy_Loewe=7.20, Synergy_HSA=7.78. (4) Drug 1: C1CN1P(=S)(N2CC2)N3CC3. Drug 2: CC1CCC2CC(C(=CC=CC=CC(CC(C(=O)C(C(C(=CC(C(=O)CC(OC(=O)C3CCCCN3C(=O)C(=O)C1(O2)O)C(C)CC4CCC(C(C4)OC)OCCO)C)C)O)OC)C)C)C)OC. Cell line: OVCAR-5. Synergy scores: CSS=13.4, Synergy_ZIP=-3.66, Synergy_Bliss=2.76, Synergy_Loewe=-20.4, Synergy_HSA=-0.545. (5) Drug 1: CNC(=O)C1=CC=CC=C1SC2=CC3=C(C=C2)C(=NN3)C=CC4=CC=CC=N4. Drug 2: CS(=O)(=O)CCNCC1=CC=C(O1)C2=CC3=C(C=C2)N=CN=C3NC4=CC(=C(C=C4)OCC5=CC(=CC=C5)F)Cl. Cell line: MDA-MB-231. Synergy scores: CSS=-9.06, Synergy_ZIP=4.25, Synergy_Bliss=-3.24, Synergy_Loewe=-4.22, Synergy_HSA=-8.71. (6) Drug 1: C1C(C(OC1N2C=NC(=NC2=O)N)CO)O. Drug 2: CC1CCCC2(C(O2)CC(NC(=O)CC(C(C(=O)C(C1O)C)(C)C)O)C(=CC3=CSC(=N3)C)C)C. Cell line: SK-MEL-5. Synergy scores: CSS=33.8, Synergy_ZIP=-0.738, Synergy_Bliss=-2.91, Synergy_Loewe=-2.46, Synergy_HSA=0.574. (7) Drug 1: C1=NC2=C(N1)C(=S)N=CN2. Drug 2: CCCCCOC(=O)NC1=NC(=O)N(C=C1F)C2C(C(C(O2)C)O)O. Cell line: MCF7. Synergy scores: CSS=1.70, Synergy_ZIP=-1.71, Synergy_Bliss=-0.705, Synergy_Loewe=-2.36, Synergy_HSA=-1.41. (8) Drug 1: CN(C)C1=NC(=NC(=N1)N(C)C)N(C)C. Drug 2: C1=CC(=CC=C1C#N)C(C2=CC=C(C=C2)C#N)N3C=NC=N3. Cell line: HCT-15. Synergy scores: CSS=-1.70, Synergy_ZIP=1.33, Synergy_Bliss=1.96, Synergy_Loewe=-0.616, Synergy_HSA=-1.64.